This data is from NCI-60 drug combinations with 297,098 pairs across 59 cell lines. The task is: Regression. Given two drug SMILES strings and cell line genomic features, predict the synergy score measuring deviation from expected non-interaction effect. Drug 1: C1=C(C(=O)NC(=O)N1)N(CCCl)CCCl. Drug 2: C1C(C(OC1N2C=NC(=NC2=O)N)CO)O. Cell line: NCI-H522. Synergy scores: CSS=23.1, Synergy_ZIP=-7.13, Synergy_Bliss=-3.77, Synergy_Loewe=0.347, Synergy_HSA=1.15.